From a dataset of Peptide-MHC class II binding affinity with 134,281 pairs from IEDB. Regression. Given a peptide amino acid sequence and an MHC pseudo amino acid sequence, predict their binding affinity value. This is MHC class II binding data. The peptide sequence is EKKYFAATQFEPLAK. The MHC is HLA-DPA10103-DPB10601 with pseudo-sequence HLA-DPA10103-DPB10601. The binding affinity (normalized) is 0.776.